Dataset: Full USPTO retrosynthesis dataset with 1.9M reactions from patents (1976-2016). Task: Predict the reactants needed to synthesize the given product. (1) Given the product [CH2:12]([O:8][C:6]1[CH:7]=[C:2]([I:1])[CH:3]=[CH:4][C:5]=1[N+:9]([O-:11])=[O:10])[C:13]1[CH:18]=[CH:17][CH:16]=[CH:15][CH:14]=1, predict the reactants needed to synthesize it. The reactants are: [I:1][C:2]1[CH:3]=[CH:4][C:5]([N+:9]([O-:11])=[O:10])=[C:6]([OH:8])[CH:7]=1.[CH2:12](Br)[C:13]1[CH:18]=[CH:17][CH:16]=[CH:15][CH:14]=1.C([O-])([O-])=O.[K+].[K+].O. (2) The reactants are: [CH3:1][O:2][CH2:3][CH2:4][CH2:5][N:6]1[C:11]2[CH:12]=[C:13]([CH:16]=[CH:17][C@@H:18]3[C@@H:23]([C:24]4[CH:33]=[CH:32][C:27]([C:28](OC)=[O:29])=[CH:26][CH:25]=4)[C@H:22]([O:34][Si](C(C)C)(C(C)C)C(C)C)[CH2:21][N:20](S(C4C=CC(C)=CC=4)(=O)=O)[CH2:19]3)[CH:14]=[CH:15][C:10]=2[O:9][CH2:8][C:7]1=O. Given the product [CH3:1][O:2][CH2:3][CH2:4][O:29][CH2:28][C:27]1[CH:32]=[CH:33][C:24]([C@@H:23]2[C@@H:18]([CH2:17][CH2:16][C:13]3[CH:14]=[CH:15][C:10]4[O:9][CH2:8][CH2:7][N:6]([CH2:5][CH2:4][CH2:3][O:2][CH3:1])[C:11]=4[CH:12]=3)[CH2:19][NH:20][CH2:21][C@H:22]2[O:34][CH2:11][C@H:10]([OH:9])[CH3:15])=[CH:25][CH:26]=1, predict the reactants needed to synthesize it. (3) Given the product [C:1]([C:5]1[C:9]([CH2:10][CH2:11][CH2:12][O:13][C:25]2[C:30]([O:31][CH3:32])=[CH:29][CH:28]=[CH:27][C:26]=2[CH2:33][C:34]([OH:36])=[O:35])=[CH:8][N:7]([C:14]2[CH:19]=[CH:18][C:17]([C:20]([F:21])([F:22])[F:23])=[CH:16][N:15]=2)[N:6]=1)([CH3:4])([CH3:2])[CH3:3], predict the reactants needed to synthesize it. The reactants are: [C:1]([C:5]1[C:9]([CH2:10][CH2:11][CH2:12][OH:13])=[CH:8][N:7]([C:14]2[CH:19]=[CH:18][C:17]([C:20]([F:23])([F:22])[F:21])=[CH:16][N:15]=2)[N:6]=1)([CH3:4])([CH3:3])[CH3:2].O[C:25]1[C:30]([O:31][CH3:32])=[CH:29][CH:28]=[CH:27][C:26]=1[CH2:33][C:34]([O:36]C)=[O:35].C(P(CCCC)CCCC)CCC.N(C(N1CCCCC1)=O)=NC(N1CCCCC1)=O.